From a dataset of Reaction yield outcomes from USPTO patents with 853,638 reactions. Predict the reaction yield, written as a fraction of the theoretical maximum amount of product (1.0 means a 100% yield; for example, 0.34 means a 34% yield). The reactants are I[C:2]1[CH:3]=[C:4]([CH:26]=[CH:27][C:28]=1[CH3:29])[C:5]([NH:7][C:8]1[CH:13]=[CH:12][C:11]([CH2:14][N:15]2[CH2:20][CH2:19][N:18]([CH3:21])[CH2:17][CH2:16]2)=[C:10]([C:22]([F:25])([F:24])[F:23])[CH:9]=1)=[O:6].N#N.C(N(CC)C(C)C)(C)C.[CH3:41][Si:42]([C:45]#[CH:46])([CH3:44])[CH3:43]. The catalyst is [Cu]I.CCOC(C)=O.O.CN(C=O)C. The product is [CH3:29][C:28]1[CH:27]=[CH:26][C:4]([C:5]([NH:7][C:8]2[CH:13]=[CH:12][C:11]([CH2:14][N:15]3[CH2:20][CH2:19][N:18]([CH3:21])[CH2:17][CH2:16]3)=[C:10]([C:22]([F:23])([F:25])[F:24])[CH:9]=2)=[O:6])=[CH:3][C:2]=1[C:46]#[C:45][Si:42]([CH3:44])([CH3:43])[CH3:41]. The yield is 0.820.